From a dataset of Forward reaction prediction with 1.9M reactions from USPTO patents (1976-2016). Predict the product of the given reaction. (1) Given the reactants Br[C:2]1[CH:3]=[N:4][N:5]([CH3:18])[C:6]=1[C:7]1[CH:17]=[CH:16][C:10]2[O:11][CH2:12][C:13](=[O:15])[NH:14][C:9]=2[CH:8]=1.[F:19][C:20]1[CH:25]=[CH:24][C:23](B(O)O)=[CH:22][CH:21]=1, predict the reaction product. The product is: [F:19][C:20]1[CH:25]=[CH:24][C:23]([C:2]2[CH:3]=[N:4][N:5]([CH3:18])[C:6]=2[C:7]2[CH:17]=[CH:16][C:10]3[O:11][CH2:12][C:13](=[O:15])[NH:14][C:9]=3[CH:8]=2)=[CH:22][CH:21]=1. (2) The product is: [OH:16][C:13]1[CH:12]=[CH:11][C:10]([CH2:9][N:8]([C:5]2[CH:4]=[CH:3][C:2]([I:1])=[CH:7][CH:6]=2)[S:36]([C:30]2[CH:35]=[CH:34][CH:33]=[CH:32][CH:31]=2)(=[O:38])=[O:37])=[CH:15][CH:14]=1. Given the reactants [I:1][C:2]1[CH:7]=[CH:6][C:5]([NH:8][CH2:9][C:10]2[CH:15]=[CH:14][C:13]([O:16]C3CCCCO3)=[CH:12][CH:11]=2)=[CH:4][CH:3]=1.C(N(CC)CC)C.[C:30]1([S:36](Cl)(=[O:38])=[O:37])[CH:35]=[CH:34][CH:33]=[CH:32][CH:31]=1, predict the reaction product. (3) Given the reactants Cl[C:2]1[C:3]2[CH:30]=[C:29]([Cl:31])[CH:28]=[CH:27][C:4]=2[N:5]([CH2:18][C:19]2[CH:24]=[CH:23][C:22]([O:25][CH3:26])=[CH:21][CH:20]=2)[C:6](=[O:17])[CH:7]([CH2:9][C:10]2[CH:15]=[CH:14][CH:13]=[CH:12][C:11]=2[Cl:16])[N:8]=1.[O:32]=[C:33]1[NH:37][C:36]2[CH:38]=[CH:39][C:40](B3OC(C)(C)C(C)(C)O3)=[CH:41][C:35]=2[NH:34]1.[Cl-].[Li+].O.[OH-].[Cs+], predict the reaction product. The product is: [Cl:31][C:29]1[CH:28]=[CH:27][C:4]2[N:5]([CH2:18][C:19]3[CH:20]=[CH:21][C:22]([O:25][CH3:26])=[CH:23][CH:24]=3)[C:6](=[O:17])[CH:7]([CH2:9][C:10]3[CH:15]=[CH:14][CH:13]=[CH:12][C:11]=3[Cl:16])[N:8]=[C:2]([C:39]3[CH:40]=[CH:41][C:35]4[NH:34][C:33](=[O:32])[NH:37][C:36]=4[CH:38]=3)[C:3]=2[CH:30]=1. (4) Given the reactants FC1[C:7]([OH:8])=C(F)C(F)=C(F)C=1F.C(O)=O.C1(N=C=NC2CCCCC2)CCCCC1.[NH2:31][C@H:32]1[CH2:36][CH2:35][N:34]([C:37]([O:39][C:40]([CH3:43])([CH3:42])[CH3:41])=[O:38])[CH2:33]1, predict the reaction product. The product is: [CH:7]([NH:31][C@H:32]1[CH2:36][CH2:35][N:34]([C:37]([O:39][C:40]([CH3:43])([CH3:42])[CH3:41])=[O:38])[CH2:33]1)=[O:8]. (5) Given the reactants [CH:1]1[C:14]2[C:5](=[CH:6][C:7]3[C:12]([C:13]=2[CH2:15][OH:16])=[CH:11][CH:10]=[CH:9][CH:8]=3)[CH:4]=[CH:3][CH:2]=1.Cl[C:18](OC1C=CC([N+]([O-])=O)=CC=1)=[O:19].C(N(CC)CC)C.[NH2:37][CH2:38][CH2:39][O:40][CH2:41][CH2:42][OH:43], predict the reaction product. The product is: [CH:11]1[C:12]2[C:7](=[CH:6][C:5]3[C:14]([C:13]=2[CH2:15][O:16][C:18](=[O:19])[NH:37][CH2:38][CH2:39][O:40][CH2:41][CH2:42][OH:43])=[CH:1][CH:2]=[CH:3][CH:4]=3)[CH:8]=[CH:9][CH:10]=1. (6) Given the reactants [CH:1]12[CH2:7][CH:4]([NH:5][CH2:6]1)[CH2:3][N:2]2[C:8]1[N:13]2[CH:14]=[CH:15][N:16]=[C:12]2[CH:11]=[C:10]([C:17]2[CH:22]=[CH:21][N:20]=[C:19]([NH:23][C@@H:24]([C:26]3[CH:31]=[CH:30][CH:29]=[CH:28][CH:27]=3)[CH3:25])[CH:18]=2)[N:9]=1.[CH3:32][C:33]([CH3:35])=O.CO, predict the reaction product. The product is: [CH:33]([N:5]1[CH2:6][C@@H:1]2[CH2:7][C@H:4]1[CH2:3][N:2]2[C:8]1[N:13]2[CH:14]=[CH:15][N:16]=[C:12]2[CH:11]=[C:10]([C:17]2[CH:22]=[CH:21][N:20]=[C:19]([NH:23][C@@H:24]([C:26]3[CH:27]=[CH:28][CH:29]=[CH:30][CH:31]=3)[CH3:25])[CH:18]=2)[N:9]=1)([CH3:35])[CH3:32].